This data is from Catalyst prediction with 721,799 reactions and 888 catalyst types from USPTO. The task is: Predict which catalyst facilitates the given reaction. (1) Reactant: [O:1]1[CH2:6][C:5](=[O:7])[NH:4][C:3]2[CH:8]=[N:9][CH:10]=[CH:11][C:2]1=2.[H-].[Na+].[Br:14][C:15]1[CH:16]=[C:17]([CH:21]=[C:22]([Br:26])[C:23]=1[O:24][CH3:25])[C:18](Cl)=[O:19]. Product: [Br:14][C:15]1[CH:16]=[C:17]([CH:21]=[C:22]([Br:26])[C:23]=1[O:24][CH3:25])[C:18]([N:4]1[C:5](=[O:7])[CH2:6][O:1][C:2]2[CH:11]=[CH:10][N:9]=[CH:8][C:3]1=2)=[O:19]. The catalyst class is: 6. (2) Reactant: [CH2:1]([O:3][C:4](=[O:25])[CH2:5][O:6][C:7]1[C:16]([N:17]2[CH2:23][CH2:22][CH2:21][NH:20][CH2:19][CH2:18]2)=[C:15]2[C:10]([CH:11]=[CH:12][CH:13]=[N:14]2)=[CH:9][C:8]=1[CH3:24])[CH3:2].[C:26]1([N:32]2[CH:36]=[CH:35][C:34]([CH:37]=O)=[N:33]2)[CH:31]=[CH:30][CH:29]=[CH:28][CH:27]=1.[BH-](OC(C)=O)(OC(C)=O)OC(C)=O.[Na+]. Product: [CH2:1]([O:3][C:4](=[O:25])[CH2:5][O:6][C:7]1[C:16]([N:17]2[CH2:23][CH2:22][CH2:21][N:20]([CH2:37][C:34]3[CH:35]=[CH:36][N:32]([C:26]4[CH:27]=[CH:28][CH:29]=[CH:30][CH:31]=4)[N:33]=3)[CH2:19][CH2:18]2)=[C:15]2[C:10]([CH:11]=[CH:12][CH:13]=[N:14]2)=[CH:9][C:8]=1[CH3:24])[CH3:2]. The catalyst class is: 26. (3) Reactant: Cl[C:2]1[CH:3]=[CH:4][C:5]2[N:6]([CH:8]=[CH:9][N:10]=2)[N:7]=1.B([C:14]1[CH:22]=[CH:21][C:17]([C:18]([OH:20])=[O:19])=[CH:16][CH:15]=1)(O)O.C([O-])([O-])=O.[K+].[K+]. Product: [N:10]1[CH:9]=[CH:8][N:6]2[C:5]=1[CH:4]=[CH:3][C:2]([C:14]1[CH:22]=[CH:21][C:17]([C:18]([OH:20])=[O:19])=[CH:16][CH:15]=1)=[N:7]2. The catalyst class is: 70. (4) Reactant: [Cl:1][C:2]1[CH:36]=[CH:35][C:5]([CH2:6][N:7]2[C:15]3[C:14](=[O:16])[N:13]([CH2:17][C:18](O)=[O:19])[C:12](=[O:21])[N:11]([CH3:22])[C:10]=3[N:9]=[C:8]2[O:23][C:24]2[CH:29]=[CH:28][CH:27]=[C:26]([O:30][C:31]([F:34])([F:33])[F:32])[CH:25]=2)=[CH:4][CH:3]=1.C1N=CN(C(N2C=NC=C2)=O)C=1.[CH2:49]([NH2:52])[CH2:50][CH3:51]. Product: [Cl:1][C:2]1[CH:36]=[CH:35][C:5]([CH2:6][N:7]2[C:15]3[C:14](=[O:16])[N:13]([CH2:17][C:18]([NH:52][CH2:49][CH2:50][CH3:51])=[O:19])[C:12](=[O:21])[N:11]([CH3:22])[C:10]=3[N:9]=[C:8]2[O:23][C:24]2[CH:29]=[CH:28][CH:27]=[C:26]([O:30][C:31]([F:33])([F:34])[F:32])[CH:25]=2)=[CH:4][CH:3]=1. The catalyst class is: 18. (5) Reactant: [CH:1]1([NH:6][C@H:7]2[CH2:12][CH2:11][CH2:10][N:9]([C:13]([O:15][C:16]([CH3:19])([CH3:18])[CH3:17])=[O:14])[CH2:8]2)[CH2:5][CH2:4][CH2:3][CH2:2]1.[F:20][C:21]([F:31])([F:30])[C:22]1[CH:29]=[CH:28][CH:27]=[CH:26][C:23]=1[CH2:24]Br.C(=O)([O-])[O-].[K+].[K+]. Product: [CH:1]1([N:6]([CH2:24][C:23]2[CH:26]=[CH:27][CH:28]=[CH:29][C:22]=2[C:21]([F:20])([F:30])[F:31])[C@H:7]2[CH2:12][CH2:11][CH2:10][N:9]([C:13]([O:15][C:16]([CH3:19])([CH3:18])[CH3:17])=[O:14])[CH2:8]2)[CH2:2][CH2:3][CH2:4][CH2:5]1. The catalyst class is: 115. (6) Reactant: C([Li])CCC.[C:6]([C:10]1[O:11][CH:12]=[CH:13][CH:14]=1)([CH3:9])([CH3:8])[CH3:7].[C:15](=[O:17])=[O:16]. Product: [C:6]([C:10]1[O:11][C:12]([C:15]([OH:17])=[O:16])=[CH:13][CH:14]=1)([CH3:9])([CH3:8])[CH3:7]. The catalyst class is: 1. (7) Reactant: [Cl:1][C:2]1[CH:7]=[CH:6][C:5]([CH:8]2[CH:12]([C:13]3[CH:18]=[CH:17][N:16]=[CH:15][CH:14]=3)[NH:11][NH:10][C:9]2=[O:19])=[CH:4][CH:3]=1.[C:20]([O:24][C:25]([N:27]1[CH2:32][CH2:31][C:30](=O)[CH2:29][CH2:28]1)=[O:26])([CH3:23])([CH3:22])[CH3:21]. Product: [C:20]([O:24][C:25]([N:27]1[CH2:32][CH2:31][CH:30]([N:11]2[CH:12]([C:13]3[CH:18]=[CH:17][N:16]=[CH:15][CH:14]=3)[CH:8]([C:5]3[CH:6]=[CH:7][C:2]([Cl:1])=[CH:3][CH:4]=3)[C:9](=[O:19])[NH:10]2)[CH2:29][CH2:28]1)=[O:26])([CH3:23])([CH3:21])[CH3:22]. The catalyst class is: 22. (8) Reactant: [CH3:1][C:2]([O:5][C:6]([NH:8][CH:9]1[CH2:14][CH2:13][NH:12][CH2:11][CH2:10]1)=[O:7])([CH3:4])[CH3:3].ON1C2C=CC=CC=2N=N1.[CH3:25][S:26]([C:29]1[CH:37]=[CH:36][C:32]([C:33](O)=[O:34])=[CH:31][CH:30]=1)(=[O:28])=[O:27].C1(N=C=NC2CCCCC2)CCCCC1. Product: [C:2]([O:5][C:6](=[O:7])[NH:8][CH:9]1[CH2:10][CH2:11][N:12]([C:33](=[O:34])[C:32]2[CH:31]=[CH:30][C:29]([S:26]([CH3:25])(=[O:28])=[O:27])=[CH:37][CH:36]=2)[CH2:13][CH2:14]1)([CH3:1])([CH3:3])[CH3:4]. The catalyst class is: 4. (9) Reactant: CC1C=CC(S(O[CH2:12][CH2:13][C:14]#[CH:15])(=O)=O)=CC=1.[CH3:16][N:17]1[CH2:22][CH2:21][NH:20][CH2:19][CH2:18]1.C([O-])(O)=O.[Na+]. Product: [CH2:12]([N:20]1[CH2:21][CH2:22][N:17]([CH3:16])[CH2:18][CH2:19]1)[CH2:13][C:14]#[CH:15]. The catalyst class is: 26. (10) Reactant: [F:1][C:2]1[CH:7]=[C:6]([I:8])[CH:5]=[CH:4][C:3]=1[NH:9][C:10]1[C:19]([F:20])=[C:18]2[C:13]([C:14]([CH3:21])=[N:15][CH:16]=[N:17]2)=[CH:12][C:11]=1[NH:22][S:23]([C:26]1([CH2:29][CH2:30][O:31][Si](C(C)(C)C)(C)C)[CH2:28][CH2:27]1)(=[O:25])=[O:24].Cl. Product: [F:1][C:2]1[CH:7]=[C:6]([I:8])[CH:5]=[CH:4][C:3]=1[NH:9][C:10]1[C:19]([F:20])=[C:18]2[C:13]([C:14]([CH3:21])=[N:15][CH:16]=[N:17]2)=[CH:12][C:11]=1[NH:22][S:23]([C:26]1([CH2:29][CH2:30][OH:31])[CH2:28][CH2:27]1)(=[O:24])=[O:25]. The catalyst class is: 1.